This data is from Full USPTO retrosynthesis dataset with 1.9M reactions from patents (1976-2016). The task is: Predict the reactants needed to synthesize the given product. Given the product [F:1][C:2]([F:7])([F:6])[C:3]([OH:5])=[O:4].[CH:3]1([CH2:2][O:8][C:9]2[C:17]3[N:16]=[C:15]([CH2:18][O:19][C:20]4[CH:21]=[CH:22][C:23]([Cl:26])=[CH:24][CH:25]=4)[N:14]([CH2:27][CH2:28][CH2:29][CH:30]4[CH2:31][CH2:32][N:33]([C:36]([O:38][C:39]([CH3:42])([CH3:41])[CH3:40])=[O:37])[CH2:34][CH2:35]4)[C:13]=3[CH:12]=[CH:11][CH:10]=2)[CH2:50][CH2:48][CH2:45][CH2:47][CH2:46]1, predict the reactants needed to synthesize it. The reactants are: [F:1][C:2]([F:7])([F:6])[C:3]([OH:5])=[O:4].[OH:8][C:9]1[C:17]2[N:16]=[C:15]([CH2:18][O:19][C:20]3[CH:25]=[CH:24][C:23]([Cl:26])=[CH:22][CH:21]=3)[N:14]([CH2:27][CH2:28][CH2:29][CH:30]3[CH2:35][CH2:34][N:33]([C:36]([O:38][C:39]([CH3:42])([CH3:41])[CH3:40])=[O:37])[CH2:32][CH2:31]3)[C:13]=2[CH:12]=[CH:11][CH:10]=1.[H-].[Na+].[CH:45]1([CH2:48]Br)[CH2:47][CH2:46]1.[CH3:50]N(C)C=O.